This data is from Catalyst prediction with 721,799 reactions and 888 catalyst types from USPTO. The task is: Predict which catalyst facilitates the given reaction. (1) Reactant: [C:1]12([C:19]([O:21][CH3:22])=[O:20])[CH2:8][CH2:7][C:4]([C:9]([O:11]CC3C=CC=CC=3)=[O:10])([CH2:5][CH2:6]1)[CH2:3][O:2]2.[H][H]. Product: [CH3:22][O:21][C:19]([C:1]12[CH2:8][CH2:7][C:4]([C:9]([OH:11])=[O:10])([CH2:5][CH2:6]1)[CH2:3][O:2]2)=[O:20]. The catalyst class is: 43. (2) Reactant: [CH:1]1([NH:4][C:5](=[O:30])[C:6]2[CH:11]=[C:10]([C:12]3[CH:13]=[C:14]4[C:18](=[CH:19][CH:20]=3)[N:17]([CH2:21][C:22]3[CH:27]=[CH:26][CH:25]=[CH:24][N:23]=3)[N:16]=[CH:15]4)[C:9]([CH3:28])=[C:8]([F:29])[CH:7]=2)[CH2:3][CH2:2]1.C1C=C(Cl)C=C(C(OO)=[O:39])C=1.CO. Product: [CH:1]1([NH:4][C:5](=[O:30])[C:6]2[CH:11]=[C:10]([C:12]3[CH:13]=[C:14]4[C:18](=[CH:19][CH:20]=3)[N:17]([CH2:21][C:22]3[CH:27]=[CH:26][CH:25]=[CH:24][N+:23]=3[O-:39])[N:16]=[CH:15]4)[C:9]([CH3:28])=[C:8]([F:29])[CH:7]=2)[CH2:2][CH2:3]1. The catalyst class is: 22. (3) Reactant: [NH2:1][C:2]1[N:7]=[CH:6][CH:5]=[CH:4][N:3]=1.[C:8]1([CH3:21])[CH:13]=[C:12]([CH3:14])[CH:11]=[C:10]([CH3:15])[C:9]=1[S:16]([O:19][NH2:20])(=[O:18])=[O:17].CCOCC. Product: [C:8]1([CH3:21])[CH:13]=[C:12]([CH3:14])[CH:11]=[C:10]([CH3:15])[C:9]=1[S:16]([O-:19])(=[O:18])=[O:17].[NH2:1][CH:2]1[N:7]([NH2:20])[CH:6]=[CH:5][CH:4]=[NH+:3]1. The catalyst class is: 4. (4) Reactant: O1[C:5]2([CH2:10][CH2:9][CH:8]([CH2:11][O:12][C:13]3[C:25]([CH:26]4[CH2:28][CH2:27]4)=[CH:24][C:16]([C:17]([O:19][C:20]([CH3:23])([CH3:22])[CH3:21])=[O:18])=[C:15]([F:29])[CH:14]=3)[CH2:7][CH2:6]2)[O:4]CC1.FC(F)(F)C(O)=O. Product: [CH:26]1([C:25]2[C:13]([O:12][CH2:11][CH:8]3[CH2:7][CH2:6][C:5](=[O:4])[CH2:10][CH2:9]3)=[CH:14][C:15]([F:29])=[C:16]([CH:24]=2)[C:17]([O:19][C:20]([CH3:21])([CH3:22])[CH3:23])=[O:18])[CH2:28][CH2:27]1. The catalyst class is: 253. (5) Reactant: [NH3:1].[Cl:2][C:3]1[C:8]([CH:9]=[O:10])=[C:7](Cl)[N:6]=[CH:5][N:4]=1. Product: [NH2:1][C:7]1[C:8]([CH:9]=[O:10])=[C:3]([Cl:2])[N:4]=[CH:5][N:6]=1. The catalyst class is: 11.